Dataset: Full USPTO retrosynthesis dataset with 1.9M reactions from patents (1976-2016). Task: Predict the reactants needed to synthesize the given product. (1) Given the product [CH3:52][O:51][CH2:50][CH2:49][CH2:48][O:1][C:2]1[CH:3]=[C:4]([C:20]([NH:22][CH2:23][C:24]2[CH:25]=[CH:26][C:27]([S:30]([CH3:33])(=[O:31])=[O:32])=[CH:28][CH:29]=2)=[O:21])[C:5](=[O:19])[N:6]([C:9]2[CH:14]=[CH:13][CH:12]=[C:11]([C:15]([F:16])([F:18])[F:17])[CH:10]=2)[C:7]=1[CH3:8], predict the reactants needed to synthesize it. The reactants are: [OH:1][C:2]1[CH:3]=[C:4]([C:20]([NH:22][CH2:23][C:24]2[CH:29]=[CH:28][C:27]([S:30]([CH3:33])(=[O:32])=[O:31])=[CH:26][CH:25]=2)=[O:21])[C:5](=[O:19])[N:6]([C:9]2[CH:14]=[CH:13][CH:12]=[C:11]([C:15]([F:18])([F:17])[F:16])[CH:10]=2)[C:7]=1[CH3:8].[I-].[Li+].N12CCCN=C1CCCCC2.Br[CH2:48][CH2:49][CH2:50][O:51][CH3:52]. (2) Given the product [F:39][C:36]1[CH:37]=[CH:38][C:33]([NH:1][C:2]2[CH:7]=[CH:6][C:5]([CH2:8][C:9]#[N:10])=[CH:4][C:3]=2[C:11]2[C:12]3[CH:21]=[CH:20][NH:19][C:13]=3[C:14](=[O:18])[N:15]([CH3:17])[CH:16]=2)=[CH:34][CH:35]=1, predict the reactants needed to synthesize it. The reactants are: [NH2:1][C:2]1[CH:7]=[CH:6][C:5]([CH2:8][C:9]#[N:10])=[CH:4][C:3]=1[C:11]1[C:12]2[CH:21]=[CH:20][N:19](S(C3C=CC(C)=CC=3)(=O)=O)[C:13]=2[C:14](=[O:18])[N:15]([CH3:17])[CH:16]=1.Br[C:33]1[CH:38]=[CH:37][C:36]([F:39])=[CH:35][CH:34]=1.C(=O)([O-])[O-].[Cs+].[Cs+].C1(P(C2CCCCC2)C2C=CC=CC=2C2C(C(C)C)=CC(C(C)C)=CC=2C(C)C)CCCCC1. (3) The reactants are: [NH2:1][CH2:2][C:3]1[CH:4]=[CH:5][C:6]([Cl:25])=[C:7]([C:9]2[NH:13][C:12](=[O:14])[N:11]([C:15]3[CH:20]=[CH:19][C:18]([C:21]([F:24])([F:23])[F:22])=[CH:17][CH:16]=3)[N:10]=2)[CH:8]=1.C1COCC1.[O:31]1[CH2:35][CH2:34][CH2:33][C@H:32]1[C:36](O)=[O:37].CN(C(ON1N=NC2C=CC=CC1=2)=[N+](C)C)C.[B-](F)(F)(F)F. Given the product [Cl:25][C:6]1[CH:5]=[CH:4][C:3]([CH2:2][NH:1][C:36]([C@@H:32]2[CH2:33][CH2:34][CH2:35][O:31]2)=[O:37])=[CH:8][C:7]=1[C:9]1[NH:13][C:12](=[O:14])[N:11]([C:15]2[CH:16]=[CH:17][C:18]([C:21]([F:24])([F:23])[F:22])=[CH:19][CH:20]=2)[N:10]=1, predict the reactants needed to synthesize it. (4) Given the product [CH2:16]([Sn:7]([CH2:12][CH2:13][CH2:14][CH3:15])([CH2:8][CH2:9][CH2:10][CH3:11])[O:6][Si:29]([O:6][Sn:7]([CH2:8][CH2:9][CH2:10][CH3:11])([CH2:12][CH2:13][CH2:14][CH3:15])[CH2:16][CH2:17][CH2:18][CH3:19])([CH3:31])[CH3:30])[CH2:17][CH2:18][CH3:19], predict the reactants needed to synthesize it. The reactants are: C([Sn](CCCC)(CCCC)[O:6][Sn:7]([CH2:16][CH2:17][CH2:18][CH3:19])([CH2:12][CH2:13][CH2:14][CH3:15])[CH2:8][CH2:9][CH2:10][CH3:11])CCC.Cl[Si:29](Cl)([CH3:31])[CH3:30]. (5) Given the product [C:21]([CH:23]([C:11]1[N:16]=[C:15]([O:17][CH3:18])[CH:14]=[C:13]([O:19][CH3:20])[N:12]=1)[C:24]([O:26][C:27]([CH3:30])([CH3:29])[CH3:28])=[O:25])#[N:22], predict the reactants needed to synthesize it. The reactants are: C(=O)([O-])[O-].[K+].[K+].CS([C:11]1[N:16]=[C:15]([O:17][CH3:18])[CH:14]=[C:13]([O:19][CH3:20])[N:12]=1)(=O)=O.[C:21]([CH2:23][C:24]([O:26][C:27]([CH3:30])([CH3:29])[CH3:28])=[O:25])#[N:22].